Dataset: Full USPTO retrosynthesis dataset with 1.9M reactions from patents (1976-2016). Task: Predict the reactants needed to synthesize the given product. Given the product [OH:18][C:15]1[CH:16]=[CH:17][C:12]([S:9]([NH:8][C:4]2[CH:5]=[CH:6][CH:7]=[C:2]([B:20]3[O:24][C:23]([CH3:26])([CH3:25])[C:22]([CH3:28])([CH3:27])[O:21]3)[CH:3]=2)(=[O:11])=[O:10])=[CH:13][C:14]=1[CH3:19], predict the reactants needed to synthesize it. The reactants are: Br[C:2]1[CH:3]=[C:4]([NH:8][S:9]([C:12]2[CH:17]=[CH:16][C:15]([OH:18])=[C:14]([CH3:19])[CH:13]=2)(=[O:11])=[O:10])[CH:5]=[CH:6][CH:7]=1.[B:20]1([B:20]2[O:24][C:23]([CH3:26])([CH3:25])[C:22]([CH3:28])([CH3:27])[O:21]2)[O:24][C:23]([CH3:26])([CH3:25])[C:22]([CH3:28])([CH3:27])[O:21]1.C([O-])(=O)C.[K+].